Dataset: Forward reaction prediction with 1.9M reactions from USPTO patents (1976-2016). Task: Predict the product of the given reaction. (1) Given the reactants Cl[CH2:2][CH2:3][O:4][C:5]1[C:17]2[C:16]3[C:11]4=[C:12]([O:18][CH2:19][CH:20]([C:21]5[CH:26]=[CH:25][CH:24]=[CH:23][CH:22]=5)[N:10]4[C:9]=2[CH:8]=[CH:7][CH:6]=1)[CH:13]=[CH:14][CH:15]=3.[CH3:27][N:28]1[CH2:33][CH2:32][NH:31][CH2:30][CH2:29]1.[I-].[Na+].C(=O)([O-])[O-].[K+].[K+], predict the reaction product. The product is: [C:21]1([CH:20]2[N:10]3[C:11]4[C:16]([C:17]5[C:5]([O:4][CH2:3][CH2:2][N:31]6[CH2:32][CH2:33][N:28]([CH3:27])[CH2:29][CH2:30]6)=[CH:6][CH:7]=[CH:8][C:9]=53)=[CH:15][CH:14]=[CH:13][C:12]=4[O:18][CH2:19]2)[CH:26]=[CH:25][CH:24]=[CH:23][CH:22]=1. (2) Given the reactants [F:1][C:2]1[CH:7]=[CH:6][CH:5]=[C:4]([F:8])[C:3]=1[CH:9]([O:13][CH3:14])[C:10]([OH:12])=O.[NH2:15][CH2:16][C:17]1[CH:24]=[CH:23][C:20]([C:21]#[N:22])=[CH:19][CH:18]=1, predict the reaction product. The product is: [C:16]([C:17]1[CH:24]=[CH:23][C:20]([CH2:21][NH:22][C:10](=[O:12])[CH:9]([C:3]2[C:4]([F:8])=[CH:5][CH:6]=[CH:7][C:2]=2[F:1])[O:13][CH3:14])=[CH:19][CH:18]=1)#[N:15]. (3) Given the reactants S(Cl)(Cl)=[O:2].[NH2:5][C@H:6]1[CH2:11][CH2:10][CH2:9][CH2:8][C@@H:7]1[NH:12][C:13]1[CH:20]=[C:19]([C:21]([F:24])([F:23])[F:22])[CH:18]=[CH:17][C:14]=1[C:15]#N.[C:25](=O)(O)[O-:26].[Na+], predict the reaction product. The product is: [NH2:5][C@H:6]1[CH2:11][CH2:10][CH2:9][CH2:8][C@@H:7]1[NH:12][C:13]1[CH:20]=[C:19]([C:21]([F:24])([F:23])[F:22])[CH:18]=[CH:17][C:14]=1[C:15]([O:26][CH3:25])=[O:2]. (4) Given the reactants C([Si](C)(C)[O:6][C:7]1[CH:12]=[CH:11][C:10]([O:13][CH2:14][CH:15]2[CH2:17][O:16]2)=[CH:9][CH:8]=1)(C)(C)C.[F:20][C:21]1[CH:26]=[CH:25][C:24]([C:27]2[C:35]3[C:34]([N:36]4[CH2:41][CH2:40][CH:39]([NH2:42])[CH2:38][CH2:37]4)=[N:33][CH:32]=[N:31][C:30]=3[S:29][CH:28]=2)=[CH:23][CH:22]=1, predict the reaction product. The product is: [F:20][C:21]1[CH:26]=[CH:25][C:24]([C:27]2[C:35]3[C:34]([N:36]4[CH2:41][CH2:40][CH:39]([NH:42][CH2:17][CH:15]([OH:16])[CH2:14][O:13][C:10]5[CH:9]=[CH:8][C:7]([OH:6])=[CH:12][CH:11]=5)[CH2:38][CH2:37]4)=[N:33][CH:32]=[N:31][C:30]=3[S:29][CH:28]=2)=[CH:23][CH:22]=1. (5) Given the reactants O=[C:2]1[C:11]2[C:6](=[CH:7][CH:8]=[C:9]([C:12]3[N:17]=[C:16]([C:18]([OH:20])=[O:19])[CH:15]=[CH:14][CH:13]=3)[CH:10]=2)[NH:5][CH:4]([C:21]([F:24])([F:23])[F:22])[CH2:3]1.[S:25]1[C:29]2[CH:30]=[CH:31][CH:32]=[CH:33][C:28]=2[N:27]=[C:26]1[NH:34][NH2:35], predict the reaction product. The product is: [S:25]1[C:29]2[CH:30]=[CH:31][CH:32]=[CH:33][C:28]=2[N:27]=[C:26]1[NH:34][N:35]=[C:2]1[C:11]2[C:6](=[CH:7][CH:8]=[C:9]([C:12]3[N:17]=[C:16]([C:18]([OH:20])=[O:19])[CH:15]=[CH:14][CH:13]=3)[CH:10]=2)[NH:5][CH:4]([C:21]([F:24])([F:23])[F:22])[CH2:3]1. (6) Given the reactants Br[C:2]1[CH:7]=[CH:6][C:5]([CH:8]([CH3:22])[C:9]([C:15]2[CH:20]=[CH:19][N:18]=[C:17]([CH3:21])[CH:16]=2)([OH:14])[C:10]([F:13])([F:12])[F:11])=[C:4]([Cl:23])[CH:3]=1.C([O-])([O-])=O.[Cs+].[Cs+].[C:30]([C:33]1[CH:38]=[CH:37][C:36](B(O)O)=[CH:35][CH:34]=1)([OH:32])=[O:31], predict the reaction product. The product is: [Cl:23][C:4]1[CH:3]=[C:2]([C:36]2[CH:37]=[CH:38][C:33]([C:30]([OH:32])=[O:31])=[CH:34][CH:35]=2)[CH:7]=[CH:6][C:5]=1[CH:8]([CH3:22])[C:9]([OH:14])([C:15]1[CH:20]=[CH:19][N:18]=[C:17]([CH3:21])[CH:16]=1)[C:10]([F:13])([F:12])[F:11]. (7) The product is: [Br:13][C:11]1[S:12][C:4]2[C:3]([C:1]#[N:2])=[CH:8][NH:7][C:6](=[O:9])[C:5]=2[CH:10]=1. Given the reactants [C:1]([C:3]1[C:4]2[S:12][CH:11]=[CH:10][C:5]=2[C:6](=[O:9])[NH:7][CH:8]=1)#[N:2].[Br:13]NC(=O)CCC(N)=O.O, predict the reaction product. (8) Given the reactants [CH3:1][C:2]([CH3:36])([CH3:35])[CH2:3][CH2:4][C@@H:5]([N:12]1[CH2:17][CH2:16][C:15]([F:19])([F:18])[C@H:14]([CH2:20][C:21]([O:23]C)=[O:22])[C@H:13]1[C:25]1[CH:30]=[CH:29][C:28]([C:31]([F:34])([F:33])[F:32])=[CH:27][CH:26]=1)[CH2:6][CH2:7][C:8]([F:11])([F:10])[F:9].[OH-].[K+], predict the reaction product. The product is: [CH3:1][C:2]([CH3:36])([CH3:35])[CH2:3][CH2:4][CH:5]([N:12]1[CH2:17][CH2:16][C:15]([F:19])([F:18])[CH:14]([CH2:20][C:21]([OH:23])=[O:22])[CH:13]1[C:25]1[CH:30]=[CH:29][C:28]([C:31]([F:34])([F:32])[F:33])=[CH:27][CH:26]=1)[CH2:6][CH2:7][C:8]([F:9])([F:10])[F:11].